From a dataset of Forward reaction prediction with 1.9M reactions from USPTO patents (1976-2016). Predict the product of the given reaction. Given the reactants [CH:1](/[C:5]1[S:25][C:8]2=[N:9][CH:10]=[C:11]([C:23]#[N:24])[C:12]([NH:13][C:14]3[CH:15]=[C:16]4[C:20](=[CH:21][CH:22]=3)[NH:19][CH:18]=[CH:17]4)=[C:7]2[CH:6]=1)=[CH:2]\[CH:3]=[CH2:4], predict the reaction product. The product is: [CH2:1]([C:5]1[S:25][C:8]2=[N:9][CH:10]=[C:11]([C:23]#[N:24])[C:12]([NH:13][C:14]3[CH:15]=[C:16]4[C:20](=[CH:21][CH:22]=3)[NH:19][CH:18]=[CH:17]4)=[C:7]2[CH:6]=1)[CH2:2][CH2:3][CH3:4].